From a dataset of Full USPTO retrosynthesis dataset with 1.9M reactions from patents (1976-2016). Predict the reactants needed to synthesize the given product. (1) Given the product [CH:13]1([CH2:12][N:8]2[C:9](=[O:42])[C:10]3[C:5](=[CH:4][CH:3]=[C:2]([NH:1][C:26]([C@@H:24]4[CH2:23][CH2:22][C:21](=[O:20])[O:25]4)=[O:27])[CH:11]=3)[N:6]([CH2:17][CH3:18])[C:7]2=[O:16])[CH2:14][CH2:15]1, predict the reactants needed to synthesize it. The reactants are: [NH2:1][C:2]1[CH:3]=[C:4]2[C:9](=[CH:10][CH:11]=1)[N:8]([CH2:12][CH:13]1[CH2:15][CH2:14]1)[C:7](=[O:16])[N:6]([CH2:17][CH3:18])[C:5]2=O.[O:20]=[C:21]1[O:25][C@H:24]([C:26](O)=[O:27])[CH2:23][CH2:22]1.CCN(C(C)C)C(C)C.C(P1(=O)OP(CCC)(=O)OP(CCC)(=O)[O:42]1)CC. (2) The reactants are: [Cl:1][C:2]1[N:7]=[N:6][C:5]([NH:8][C:9](=[O:19])[N:10]([CH:12]([CH3:18])[CH:13](OC)[O:14]C)[CH3:11])=[CH:4][C:3]=1[C:20]([F:23])([CH3:22])[CH3:21].O. Given the product [Cl:1][C:2]1[N:7]=[N:6][C:5]([N:8]2[CH:13]([OH:14])[CH:12]([CH3:18])[N:10]([CH3:11])[C:9]2=[O:19])=[CH:4][C:3]=1[C:20]([F:23])([CH3:22])[CH3:21], predict the reactants needed to synthesize it. (3) The reactants are: [C:1](Cl)(=O)[C:2](Cl)=O.[Br:7][C:8]1[CH:16]=[CH:15][C:11]([C:12]([OH:14])=O)=[C:10]([F:17])[CH:9]=1.[CH3:18][N:19]([CH:21]=O)C. Given the product [Br:7][C:8]1[CH:16]=[CH:15][C:11]([C:12]([N:19]2[CH2:21][CH2:2][CH2:1][CH2:18]2)=[O:14])=[C:10]([F:17])[CH:9]=1, predict the reactants needed to synthesize it. (4) The reactants are: [NH:1]1[C:9]2[C:4](=[CH:5][CH:6]=[CH:7][CH:8]=2)[C:3]([C:10]2[CH:15]=[CH:14][N:13]=[C:12]([NH:16][C@@H:17]3[CH2:22][CH2:21][CH2:20][C@H:19]([NH:23][C:24](=[O:32])[C:25]4[CH:30]=[CH:29][C:28]([NH2:31])=[CH:27][CH:26]=4)[CH2:18]3)[N:11]=2)=[CH:2]1.C[CH2:34][N:35]([CH:39]([CH3:41])C)[CH:36](C)C.BrC/C=[CH:45]/[C:46](Cl)=[O:47].C(Cl)Cl.CNC.C1COCC1. Given the product [NH:1]1[C:9]2[C:4](=[CH:5][CH:6]=[CH:7][CH:8]=2)[C:3]([C:10]2[CH:15]=[CH:14][N:13]=[C:12]([NH:16][C@@H:17]3[CH2:22][CH2:21][CH2:20][C@H:19]([NH:23][C:24](=[O:32])[C:25]4[CH:26]=[CH:27][C:28]([NH:31][C:46](=[O:47])/[CH:45]=[CH:41]/[CH2:39][N:35]([CH3:34])[CH3:36])=[CH:29][CH:30]=4)[CH2:18]3)[N:11]=2)=[CH:2]1, predict the reactants needed to synthesize it. (5) Given the product [C:1]([C@@H:4]([NH:6][C:7]1[N:12]=[C:11]([C:13]2[CH:18]=[CH:17][C:16]([O:19][C:24]3[CH:31]=[CH:30][C:27]([C:28]#[N:29])=[CH:26][CH:25]=3)=[CH:15][CH:14]=2)[N:10]=[C:9]([C:20]([NH2:22])=[O:21])[CH:8]=1)[CH3:5])(=[O:3])[NH2:2], predict the reactants needed to synthesize it. The reactants are: [C:1]([C@@H:4]([NH:6][C:7]1[N:12]=[C:11]([C:13]2[CH:18]=[CH:17][C:16]([OH:19])=[CH:15][CH:14]=2)[N:10]=[C:9]([C:20]([NH2:22])=[O:21])[CH:8]=1)[CH3:5])(=[O:3])[NH2:2].F[C:24]1[CH:31]=[CH:30][C:27]([C:28]#[N:29])=[CH:26][CH:25]=1.C(=O)([O-])[O-].[K+].[K+]. (6) Given the product [CH3:1][O:2][C:3](=[O:28])[C@@H:4]([NH:12][C:13](=[O:27])[C:14]1[CH:15]=[CH:16][C:17]([N:20]2[CH2:25][CH2:24][CH:23]([NH:29][CH2:30][C@H:31]([OH:32])[C:33]3[CH:34]=[CH:35][C:36]([OH:44])=[C:37]([NH:39][S:40]([CH3:43])(=[O:42])=[O:41])[CH:38]=3)[CH2:22][CH2:21]2)=[CH:18][CH:19]=1)[CH2:5][C:6]1[CH:7]=[CH:8][CH:9]=[CH:10][CH:11]=1, predict the reactants needed to synthesize it. The reactants are: [CH3:1][O:2][C:3](=[O:28])[C@@H:4]([NH:12][C:13](=[O:27])[C:14]1[CH:19]=[CH:18][C:17]([N:20]2[CH2:25][CH2:24][C:23](=O)[CH2:22][CH2:21]2)=[CH:16][CH:15]=1)[CH2:5][C:6]1[CH:11]=[CH:10][CH:9]=[CH:8][CH:7]=1.[NH2:29][CH2:30][C@@H:31]([C:33]1[CH:34]=[CH:35][C:36]([OH:44])=[C:37]([NH:39][S:40]([CH3:43])(=[O:42])=[O:41])[CH:38]=1)[OH:32]. (7) Given the product [C:41]([N:31]1[CH2:32][CH2:33][C@H:29]([C:27]([N:24]2[CH2:25][CH2:26][C@H:22]([O:21][C:18]3[CH:19]=[CH:20][C:15]4[O:14][CH2:13][CH2:12][N:11]([C:8]5[CH:9]=[N:10][C:3]([O:2][CH3:1])=[C:4]([CH:7]=5)[C:5]#[N:6])[C:16]=4[CH:17]=3)[CH2:23]2)=[O:28])[CH2:30]1)(=[O:43])[CH3:42], predict the reactants needed to synthesize it. The reactants are: [CH3:1][O:2][C:3]1[N:10]=[CH:9][C:8]([N:11]2[C:16]3[CH:17]=[C:18]([O:21][C@H:22]4[CH2:26][CH2:25][N:24]([C:27]([C@H:29]5[CH2:33][CH2:32][NH:31][CH2:30]5)=[O:28])[CH2:23]4)[CH:19]=[CH:20][C:15]=3[O:14][CH2:13][CH2:12]2)=[CH:7][C:4]=1[C:5]#[N:6].CCN(CC)CC.[C:41](Cl)(=[O:43])[CH3:42]. (8) The reactants are: [Cl:1][C:2]1[CH:27]=[CH:26][C:5](/[CH:6]=[CH:7]/[S:8]([N:11]([CH2:18][CH:19](OCC)[O:20]CC)[CH2:12][C:13]([O:15][CH2:16][CH3:17])=[O:14])(=[O:10])=[O:9])=[CH:4][CH:3]=1.C(Cl)(Cl)Cl.FC(F)(F)C(O)=O.C(=O)([O-])O.[Na+]. Given the product [Cl:1][C:2]1[CH:3]=[CH:4][C:5](/[CH:6]=[CH:7]/[S:8]([N:11]([CH2:18][CH:19]=[O:20])[CH2:12][C:13]([O:15][CH2:16][CH3:17])=[O:14])(=[O:9])=[O:10])=[CH:26][CH:27]=1, predict the reactants needed to synthesize it. (9) Given the product [F:5][C:6]1[CH:11]=[C:10]([O:12][CH3:13])[CH:9]=[CH:8][C:7]=1[C:14]([OH:16])=[O:1], predict the reactants needed to synthesize it. The reactants are: [OH-:1].[Na+].BrBr.[F:5][C:6]1[CH:11]=[C:10]([O:12][CH3:13])[CH:9]=[CH:8][C:7]=1[C:14](=[O:16])C. (10) Given the product [F:1][C:2]([F:7])([F:6])[C:3]([OH:5])=[O:4].[CH2:8]([S:10]([N:13]1[CH2:14][CH2:15][CH:16]([C:19]2[C:27]3[C:22](=[C:23]([C:40]([NH2:42])=[O:41])[CH:24]=[C:25]([C:28]4[S:29][CH:30]=[C:31]([CH2:33][N:34]5[CH2:2][CH2:37][CH2:36][C@H:35]5[CH2:43][O:44][CH3:45])[CH:32]=4)[CH:26]=3)[NH:21][CH:20]=2)[CH2:17][CH2:18]1)(=[O:12])=[O:11])[CH3:9], predict the reactants needed to synthesize it. The reactants are: [F:1][C:2]([F:7])([F:6])[C:3]([OH:5])=[O:4].[CH2:8]([S:10]([N:13]1[CH2:18][CH2:17][CH:16]([C:19]2[C:27]3[C:22](=[C:23]([C:40]([NH2:42])=[O:41])[CH:24]=[C:25]([C:28]4[S:29][CH:30]=[C:31]([CH2:33][NH:34][CH2:35][CH2:36][CH2:37]OC)[CH:32]=4)[CH:26]=3)[NH:21][CH:20]=2)[CH2:15][CH2:14]1)(=[O:12])=[O:11])[CH3:9].[CH3:43][O:44][CH2:45]CCN.